Dataset: Forward reaction prediction with 1.9M reactions from USPTO patents (1976-2016). Task: Predict the product of the given reaction. (1) Given the reactants [Br:1][C:2]1[CH:7]=[CH:6][N+:5]([O-])=[C:4]2[NH:9][CH:10]=[CH:11][C:3]=12.CS([Cl:16])(=O)=O, predict the reaction product. The product is: [Br:1][C:2]1[CH:7]=[C:6]([Cl:16])[N:5]=[C:4]2[NH:9][CH:10]=[CH:11][C:3]=12. (2) Given the reactants [F:1][C:2]1[CH:3]=[C:4]([C@@H:9]([CH:36]2[CH2:41][CH2:40][N:39]([S:42]([CH3:45])(=[O:44])=[O:43])[CH2:38][CH2:37]2)[CH2:10][CH2:11][N:12]2[CH2:17][CH2:16][CH:15]([N:18]([CH2:34][CH3:35])[C:19](=[O:33])[CH2:20][C@@H:21]3[CH2:25][CH2:24][CH2:23][N:22]3C(OC(C)(C)C)=O)[CH2:14][CH2:13]2)[CH:5]=[C:6]([F:8])[CH:7]=1, predict the reaction product. The product is: [F:1][C:2]1[CH:3]=[C:4]([C@@H:9]([CH:36]2[CH2:37][CH2:38][N:39]([S:42]([CH3:45])(=[O:44])=[O:43])[CH2:40][CH2:41]2)[CH2:10][CH2:11][N:12]2[CH2:17][CH2:16][CH:15]([N:18]([CH2:34][CH3:35])[C:19](=[O:33])[CH2:20][C@@H:21]3[CH2:25][CH2:24][CH2:23][NH:22]3)[CH2:14][CH2:13]2)[CH:5]=[C:6]([F:8])[CH:7]=1. (3) Given the reactants [C:1]([C:6]1[CH:7]=[CH:8][C:9]2[N:10]([C:12]([C:15]3[CH:20]=[CH:19][C:18]([CH2:21][NH2:22])=[CH:17][CH:16]=3)=[CH:13][N:14]=2)[N:11]=1)#[C:2][CH2:3][CH2:4][CH3:5].CC(O)=O.C(O)(C(F)(F)F)=O, predict the reaction product. The product is: [CH2:1]([C:6]1[CH:7]=[CH:8][C:9]2[N:10]([C:12]([C:15]3[CH:16]=[CH:17][C:18]([CH2:21][NH2:22])=[CH:19][CH:20]=3)=[CH:13][N:14]=2)[N:11]=1)[CH2:2][CH2:3][CH2:4][CH3:5].